From a dataset of Experimentally validated miRNA-target interactions with 360,000+ pairs, plus equal number of negative samples. Binary Classification. Given a miRNA mature sequence and a target amino acid sequence, predict their likelihood of interaction. (1) The protein sequence of the target gene is MFSWLKRGGARGQQPEAIRTVTSALKELYRTKLLPLEEHYRFGAFHSPALEDADFDGKPMVLVAGQYSTGKTSFIQYLLEQEVPGSRVGPEPTTDCFVAVMHGDTEGTVPGNALVVDPDKPFRKLNPFGNTFLNRFMCAQLPNQVLESISIIDTPGILSGAKQRVSRGYDFPAVLRWFAERVDLIILLFDAHKLEISDEFSEAIGALRGHEDKIRVVLNKADMVETQQLMRVYGALMWALGKVVGTPEVLRVYIGSFWSQPLLVPDNRRLFELEEQDLFRDIQGLPRHAALRKLNDLVKR.... The miRNA is hsa-miR-361-5p with sequence UUAUCAGAAUCUCCAGGGGUAC. Result: 1 (interaction). (2) The miRNA is mmu-miR-759 with sequence GCAGAGUGCAAACAAUUUUGAC. The protein sequence of the target gene is MSKYLRTSHPSPLICRPILTFSSLHILTAFLISGNSSYINWSVTIILLILGLYACHRFLNMKKLTRDAQEPLLPHIRPSTRNKIRKYIYGTIFILSIFLLYRSLNSPDTSKHGIGRNGDFIEYEPKAGPTIKEPVENIVKLDVYMEAQCPDTSRFFRQQLKKAWDILGRLNRIELNVIPFGKARCTEKGNDFECQCQHGPTECQINQLMNCVIDRFGFPHRYLPGVLCMQGKYSLDEAMKCVTENYPSEYERMRECASGTRGRRLLALSGQKTASLTPAIDFIPWIVINGSRNSDALYDL.... Result: 0 (no interaction). (3) The miRNA is hsa-miR-5702 with sequence UGAGUCAGCAACAUAUCCCAUG. The protein sequence of the target gene is MPAHLLQEEISSSYTTTTTITAPPSRVLQNGGGKLEKTPLYLEEDIRPEMRDDIYDPTYQDKEGPKPKLEYVWRNIILMSLLHLGALYGITLIPTCKIYTYIWVLFYYLMGALGITAGAHRLWSHRTYKARLPLRVFLIIGNTMAFQNDVFEWSRDHRAHHKFSETDADPHNSRRGFFFSHVGWLLVRKHPAVKEKGSTLNLSDLRAEKLVMFQRRYYKPGVLLLCFILPTLVPWYLWDETFQNSLFFATLFRYALGLNVTWLVNSAAHMYGYRPYDKTINPRENILVSLGAAGEGFHNY.... Result: 0 (no interaction). (4) The protein sequence of the target gene is MRTLGTCLVTLAGLLLTAAGETFSGGCLFDEPYSTCGYSQADEDDFNWEQVNTLTKPTSDPWMPSGSFMLVNTSGKPEGQRAHLLLPQLKENDTHCIDFHYFVSSKSNAAPGLLNVYVKVNNGPLGNPIWNISGDPTRTWHRAELAISTFWPNFYQVIFEVVTSGHQGYLAIDEVKVLGHPCTRTPHFLRIQNVEVNAGQFATFQCSAIGRTVAGDRLWLQGIDVRDAPLKEIKVTSSRRFIASFNVVNTTKRDAGKYRCMICTEGGVGISNYAELVVKEPPVPIAPPQLASVGATYLWI.... The miRNA is hsa-miR-5197-3p with sequence AAGAAGAGACUGAGUCAUCGAAU. Result: 0 (no interaction). (5) The miRNA is hsa-miR-6812-5p with sequence AUGGGGUGAGAUGGGGAGGAGCAGC. The protein sequence of the target gene is MVDHLANTEINSQRIAAVESCFGASGQPLALPGRVLLGEGVLTKECRKKAKPRIFFLFNDILVYGSIVLNKRKYRSQHIIPLEEVTLELLPETLQAKNRWMIKTAKKSFVVSAASATERQEWISHIEECVRRQLRATGRPPSTEHAAPWIPDKATDICMRCTQTRFSALTRRHHCRKCGFVVCAECSRQRFLLPRLSPKPVRVCSLCYRELAAQQRQEEAEEQGAGSPGQPAHLARPICGASSGDDDDSDEDKEGSRDGDWPSSVEFYASGVAWSAFHS. Result: 0 (no interaction).